The task is: Predict the product of the given reaction.. This data is from Forward reaction prediction with 1.9M reactions from USPTO patents (1976-2016). (1) Given the reactants [CH2:1]([O:3][C:4](=[O:15])[C:5]#[C:6][C:7]([CH3:14])([O:9][Si](C)(C)C)[CH3:8])[CH3:2].[F-].C([N+](CCCC)(CCCC)CCCC)CCC, predict the reaction product. The product is: [CH2:1]([O:3][C:4](=[O:15])[C:5]#[C:6][C:7]([OH:9])([CH3:8])[CH3:14])[CH3:2]. (2) Given the reactants C[O:2][S:3]([C:6]1[CH:11]=[CH:10][C:9]([CH3:12])=[CH:8][CH:7]=1)(=[O:5])=[O:4], predict the reaction product. The product is: [CH3:12][C:9]1[CH:10]=[CH:11][C:6]([S:3]([OH:5])(=[O:4])=[O:2])=[CH:7][CH:8]=1. (3) Given the reactants [OH:1][C:2]1[CH:17]=[C:16]([OH:18])[C:5]([C:6](=[O:15])[CH:7]=[CH:8][CH:9]2[CH:14]=[CH:13][CH:12]=[CH:11][CH2:10]2)=[C:4]([O:19][CH2:20][C:21]([O:23][CH3:24])=[O:22])[CH:3]=1.C(=O)([O-])[O-].[K+].[K+].[CH2:31](Br)[C:32]1[CH:37]=[CH:36][CH:35]=[CH:34][CH:33]=1.O, predict the reaction product. The product is: [CH2:31]([O:1][C:2]1[CH:17]=[C:16]([OH:18])[C:5]([C:6](=[O:15])[CH:7]=[CH:8][CH:9]2[CH:10]=[CH:11][CH:12]=[CH:13][CH2:14]2)=[C:4]([O:19][CH2:20][C:21]([O:23][CH3:24])=[O:22])[CH:3]=1)[C:32]1[CH:37]=[CH:36][CH:35]=[CH:34][CH:33]=1. (4) Given the reactants [CH2:1]([N:3]([CH:15]1[CH2:20][CH2:19][O:18][CH2:17][CH2:16]1)[C:4]1[C:5]([CH3:14])=[C:6]([C:10]([O:12]C)=[O:11])[CH:7]=[N:8][CH:9]=1)[CH3:2].[OH-].[Na+].Cl, predict the reaction product. The product is: [CH2:1]([N:3]([CH:15]1[CH2:16][CH2:17][O:18][CH2:19][CH2:20]1)[C:4]1[C:5]([CH3:14])=[C:6]([C:10]([OH:12])=[O:11])[CH:7]=[N:8][CH:9]=1)[CH3:2]. (5) Given the reactants [CH3:1][C:2]1[CH:7]=[CH:6][CH:5]=[CH:4][C:3]=1[CH2:8][C:9]([OH:11])=O.[NH2:12][CH:13]([CH2:21][CH3:22])[C:14]([O:16][CH2:17][CH:18]([CH3:20])[CH3:19])=[O:15], predict the reaction product. The product is: [CH2:17]([O:16][C:14](=[O:15])[CH:13]([NH:12][C:9](=[O:11])[CH2:8][C:3]1[CH:4]=[CH:5][CH:6]=[CH:7][C:2]=1[CH3:1])[CH2:21][CH3:22])[CH:18]([CH3:19])[CH3:20]. (6) Given the reactants [CH2:1]([N:3]1[CH2:8][CH2:7][N:6]([CH2:9][C:10]2[CH:15]=[CH:14][C:13]([NH2:16])=[CH:12][C:11]=2[C:17]([F:20])([F:19])[F:18])[CH2:5][CH2:4]1)[CH3:2].[Br:21][C:22]1[CH:23]=[C:24]([S:28](Cl)(=[O:30])=[O:29])[CH:25]=[CH:26][CH:27]=1.C([O-])(O)=O.[Na+], predict the reaction product. The product is: [Br:21][C:22]1[CH:23]=[C:24]([S:28]([NH:16][C:13]2[CH:14]=[CH:15][C:10]([CH2:9][N:6]3[CH2:7][CH2:8][N:3]([CH2:1][CH3:2])[CH2:4][CH2:5]3)=[C:11]([C:17]([F:20])([F:18])[F:19])[CH:12]=2)(=[O:30])=[O:29])[CH:25]=[CH:26][CH:27]=1. (7) Given the reactants Br[CH2:2][CH2:3][CH2:4][O:5][C:6]1[C:11]([C:12]2[CH:17]=[CH:16][CH:15]=[CH:14][CH:13]=2)=[CH:10][C:9]([NH:18][N:19]=[C:20]2[C:24]([C:25]3[CH:30]=[CH:29][C:28]([O:31][CH3:32])=[C:27]([O:33][CH3:34])[CH:26]=3)=[N:23][NH:22][C:21]2=[O:35])=[CH:8][CH:7]=1.C([O-])([O-])=O.[Cs+].[Cs+].[OH:42][CH2:43][CH2:44][NH:45][CH3:46], predict the reaction product. The product is: [CH3:34][O:33][C:27]1[CH:26]=[C:25]([C:24]2[C:20](=[N:19][NH:18][C:9]3[CH:10]=[C:11]([C:12]4[CH:17]=[CH:16][CH:15]=[CH:14][CH:13]=4)[C:6]([O:5][CH2:4][CH2:3][CH2:2][N:45]([CH2:44][CH2:43][OH:42])[CH3:46])=[CH:7][CH:8]=3)[C:21](=[O:35])[NH:22][N:23]=2)[CH:30]=[CH:29][C:28]=1[O:31][CH3:32].